The task is: Regression/Classification. Given a drug SMILES string, predict its toxicity properties. Task type varies by dataset: regression for continuous values (e.g., LD50, hERG inhibition percentage) or binary classification for toxic/non-toxic outcomes (e.g., AMES mutagenicity, cardiotoxicity, hepatotoxicity). Dataset: ames.. This data is from Ames mutagenicity test results for genotoxicity prediction. The compound is O=NN1CCC[C@H](O)C1. The result is 1 (mutagenic).